This data is from Full USPTO retrosynthesis dataset with 1.9M reactions from patents (1976-2016). The task is: Predict the reactants needed to synthesize the given product. (1) Given the product [Cl:18][C:19]1[CH:20]=[C:21]([NH:22][C:2]2[C:13]3[CH:12]=[C:11]([C:14]([O:16][CH3:17])=[O:15])[CH2:10][CH2:9][CH2:8][NH:7][C:6]=3[N:5]=[CH:4][N:3]=2)[CH:23]=[CH:24][C:25]=1[O:26][C:27]1[CH:32]=[CH:31][CH:30]=[C:29]([C:33]([F:35])([F:36])[F:34])[CH:28]=1, predict the reactants needed to synthesize it. The reactants are: Cl[C:2]1[C:13]2[CH:12]=[C:11]([C:14]([O:16][CH3:17])=[O:15])[CH2:10][CH2:9][CH2:8][NH:7][C:6]=2[N:5]=[CH:4][N:3]=1.[Cl:18][C:19]1[CH:20]=[C:21]([CH:23]=[CH:24][C:25]=1[O:26][C:27]1[CH:32]=[CH:31][CH:30]=[C:29]([C:33]([F:36])([F:35])[F:34])[CH:28]=1)[NH2:22].Cl.N1C=CC=CC=1.C(=O)(O)[O-].[Na+]. (2) The reactants are: [N+:1]([C:4]1[CH:11]=[CH:10][C:7]([CH:8]=O)=[CH:6][CH:5]=1)([O-:3])=[O:2].[CH3:12][C:13]([C:15]1[CH:20]=[CH:19][C:18]([N:21]([CH3:23])[CH3:22])=[CH:17][CH:16]=1)=[O:14]. Given the product [N+:1]([C:4]1[CH:11]=[CH:10][C:7]([CH:8]=[CH:12][C:13]([C:15]2[CH:20]=[CH:19][C:18]([N:21]([CH3:22])[CH3:23])=[CH:17][CH:16]=2)=[O:14])=[CH:6][CH:5]=1)([O-:3])=[O:2], predict the reactants needed to synthesize it. (3) Given the product [Br:1][C:2]1[CH:6]=[C:5]([N:7]([CH2:8][CH:13]=[N:22][OH:23])[CH2:12][CH2:11][CH3:10])[S:4][C:3]=1[C:15]#[N:16], predict the reactants needed to synthesize it. The reactants are: [Br:1][C:2]1[CH:6]=[C:5]([N:7]2[CH2:12][CH2:11][CH2:10]C[CH:8]2[CH:13]=O)[S:4][C:3]=1[C:15]#[N:16].S(O)(O)(=O)=O.[NH2:22][OH:23].O.O.O.C([O-])(=O)C.[Na+]. (4) Given the product [C:22]12([C:20](=[O:21])[CH2:19][N:4]3[CH2:3][CH2:2][N:1]([C:7]4[CH:8]=[CH:9][C:10]([C:11]([O:13][CH2:14][CH3:15])=[O:12])=[CH:16][CH:17]=4)[CH2:6][CH2:5]3)[CH2:29][CH:28]3[CH2:27][CH:26]([CH2:25][CH:24]([CH2:30]3)[CH2:23]1)[CH2:31]2, predict the reactants needed to synthesize it. The reactants are: [N:1]1([C:7]2[CH:17]=[CH:16][C:10]([C:11]([O:13][CH2:14][CH3:15])=[O:12])=[CH:9][CH:8]=2)[CH2:6][CH2:5][NH:4][CH2:3][CH2:2]1.Br[CH2:19][C:20]([C:22]12[CH2:31][CH:26]3[CH2:27][CH:28]([CH2:30][CH:24]([CH2:25]3)[CH2:23]1)[CH2:29]2)=[O:21].C(=O)([O-])[O-].[Na+].[Na+]. (5) Given the product [F:22][C:16]1[CH:17]=[CH:18][CH:19]=[C:20]([F:21])[C:15]=1[NH:14][C:12](=[O:13])[C@@H:11]([NH:10][C:9]([C@H:8]1[O:7][C@@H:6]1[C:4]([OH:5])=[O:3])=[O:27])[CH2:23][CH:24]([CH3:26])[CH3:25], predict the reactants needed to synthesize it. The reactants are: C([O:3][C:4]([C@@H:6]1[C@@H:8]([C:9](=[O:27])[NH:10][C@@H:11]([CH2:23][CH:24]([CH3:26])[CH3:25])[C:12]([NH:14][C:15]2[C:20]([F:21])=[CH:19][CH:18]=[CH:17][C:16]=2[F:22])=[O:13])[O:7]1)=[O:5])C.[Li+].[OH-]. (6) Given the product [Br-:1].[OH:37][C:36]([C:44]1[CH:45]=[CH:46][CH:47]=[CH:48][CH:49]=1)([C:38]1[CH:43]=[CH:42][CH:41]=[CH:40][CH:39]=1)[C:35]([O:51][C@@H:16]1[CH2:15][CH2:14][N+:13]([CH3:27])([CH:17]([C:21]2[CH:26]=[N:25][CH:24]=[CH:23][N:22]=2)[C:18](=[O:20])[NH2:19])[CH2:12]1)=[O:50], predict the reactants needed to synthesize it. The reactants are: [Br-:1].C1(C(O)(C2C=CC=CC=2)C(O[CH:12]2[CH2:16][CH2:15][CH2:14][N+:13]2([CH3:27])[CH:17]([C:21]2[CH:26]=[N:25][CH:24]=[CH:23][N:22]=2)[C:18](=[O:20])[NH2:19])=O)CCCCC1.[C:35]([OH:51])(=[O:50])[C:36]([C:44]1[CH:49]=[CH:48][CH:47]=[CH:46][CH:45]=1)([C:38]1[CH:43]=[CH:42][CH:41]=[CH:40][CH:39]=1)[OH:37]. (7) Given the product [Cl:1][C:2]1[C:3]([N:42]2[CH2:47][C@@H:46]([NH:48][C:49]([O:51][C:52]([CH3:55])([CH3:54])[CH3:53])=[O:50])[CH2:45][C@@H:44]([NH:56][C:57]([O:59][C:60]([CH3:63])([CH3:62])[CH3:61])=[O:58])[CH2:43]2)=[N:4][C:5]([N:20]2[CH2:25][C@@H:24]([NH:26][C:27]([O:29][C:30]([CH3:33])([CH3:32])[CH3:31])=[O:28])[CH2:23][C@@H:22]([NH:34][C:35]([O:37][C:38]([CH3:41])([CH3:40])[CH3:39])=[O:36])[CH2:21]2)=[C:6]([Cl:19])[C:7]=1[NH:8][C:9]1[CH:14]=[CH:13][C:12]([NH2:15])=[CH:11][CH:10]=1, predict the reactants needed to synthesize it. The reactants are: [Cl:1][C:2]1[C:3]([N:42]2[CH2:47][C@@H:46]([NH:48][C:49]([O:51][C:52]([CH3:55])([CH3:54])[CH3:53])=[O:50])[CH2:45][C@@H:44]([NH:56][C:57]([O:59][C:60]([CH3:63])([CH3:62])[CH3:61])=[O:58])[CH2:43]2)=[N:4][C:5]([N:20]2[CH2:25][C@@H:24]([NH:26][C:27]([O:29][C:30]([CH3:33])([CH3:32])[CH3:31])=[O:28])[CH2:23][C@@H:22]([NH:34][C:35]([O:37][C:38]([CH3:41])([CH3:40])[CH3:39])=[O:36])[CH2:21]2)=[C:6]([Cl:19])[C:7]=1[NH:8][C:9]1[CH:14]=[CH:13][C:12]([NH:15]C(=O)C)=[CH:11][CH:10]=1.NN. (8) Given the product [N:10]1[CH:11]=[CH:12][CH:13]=[C:8]([O:7][CH2:15][C:16]([NH:18][CH:19]2[CH2:24][CH2:23][N:22]([C:25]([O:27][C:28]([CH3:31])([CH3:30])[CH3:29])=[O:26])[CH2:21][CH2:20]2)=[O:17])[CH:9]=1, predict the reactants needed to synthesize it. The reactants are: CC(C)([O-])C.[K+].[OH:7][C:8]1[CH:9]=[N:10][CH:11]=[CH:12][CH:13]=1.Cl[CH2:15][C:16]([NH:18][CH:19]1[CH2:24][CH2:23][N:22]([C:25]([O:27][C:28]([CH3:31])([CH3:30])[CH3:29])=[O:26])[CH2:21][CH2:20]1)=[O:17].